Regression. Given a peptide amino acid sequence and an MHC pseudo amino acid sequence, predict their binding affinity value. This is MHC class I binding data. From a dataset of Peptide-MHC class I binding affinity with 185,985 pairs from IEDB/IMGT. The peptide sequence is KVFGYDIDR. The MHC is HLA-B40:01 with pseudo-sequence HLA-B40:01. The binding affinity (normalized) is 0.0847.